Dataset: Peptide-MHC class I binding affinity with 185,985 pairs from IEDB/IMGT. Task: Regression. Given a peptide amino acid sequence and an MHC pseudo amino acid sequence, predict their binding affinity value. This is MHC class I binding data. (1) The peptide sequence is VLIRRCHYL. The MHC is HLA-B18:01 with pseudo-sequence HLA-B18:01. The binding affinity (normalized) is 0.0847. (2) The peptide sequence is PSEVSPIAQ. The MHC is HLA-B40:01 with pseudo-sequence HLA-B40:01. The binding affinity (normalized) is 0.0847. (3) The peptide sequence is LLDEPLSPDT. The MHC is HLA-A68:02 with pseudo-sequence HLA-A68:02. The binding affinity (normalized) is 0. (4) The peptide sequence is IVSSLHLSI. The MHC is HLA-A24:02 with pseudo-sequence HLA-A24:02. The binding affinity (normalized) is 0.240. (5) The peptide sequence is VRGGMVAPL. The MHC is HLA-A11:01 with pseudo-sequence HLA-A11:01. The binding affinity (normalized) is 0.0847. (6) The MHC is HLA-A02:03 with pseudo-sequence HLA-A02:03. The peptide sequence is EPFSRRHPL. The binding affinity (normalized) is 0.0847. (7) The peptide sequence is YLYLTFYFT. The MHC is HLA-A02:06 with pseudo-sequence HLA-A02:06. The binding affinity (normalized) is 0.493. (8) The binding affinity (normalized) is 0.657. The MHC is HLA-B15:17 with pseudo-sequence HLA-B15:17. The peptide sequence is KLLNRVIGY. (9) The binding affinity (normalized) is 0.419. The MHC is Mamu-B17 with pseudo-sequence Mamu-B17. The peptide sequence is RTFNRTHYW. (10) The MHC is HLA-B48:01 with pseudo-sequence HLA-B48:01. The peptide sequence is YVYFYDLSY. The binding affinity (normalized) is 0.0847.